From a dataset of Forward reaction prediction with 1.9M reactions from USPTO patents (1976-2016). Predict the product of the given reaction. (1) The product is: [C:1]([N:5]([CH2:37][C:38]([O:40][CH2:41][CH3:42])=[O:39])[NH:6][C:7]1[C:12]([F:13])=[CH:11][N:10]=[C:9]([C:14]2[C:22]3[C:17](=[N:18][CH:19]=[C:20]([C:23]([F:26])([F:24])[F:25])[CH:21]=3)[NH:16][CH:15]=2)[N:8]=1)([CH3:4])([CH3:3])[CH3:2]. Given the reactants [C:1]([N:5]([CH2:37][C:38]([O:40][CH2:41][CH3:42])=[O:39])[NH:6][C:7]1[C:12]([F:13])=[CH:11][N:10]=[C:9]([C:14]2[C:22]3[C:17](=[N:18][CH:19]=[C:20]([C:23]([F:26])([F:25])[F:24])[CH:21]=3)[N:16](S(C3C=CC(C)=CC=3)(=O)=O)[CH:15]=2)[N:8]=1)([CH3:4])([CH3:3])[CH3:2].[F-].C([N+](CCCC)(CCCC)CCCC)CCC.CCOC(C)=O, predict the reaction product. (2) Given the reactants C([O:3][CH:4](OCC)[CH2:5][CH2:6][NH:7][C:8]([C:10]1[CH:14]=[C:13]([C:15]2[CH:20]=[C:19]([O:21][C:22]3[CH:27]=[CH:26][C:25]([NH:28][C:29]([NH:31][C:32]4[CH:37]=[C:36]([CH3:38])[CH:35]=[CH:34][C:33]=4[F:39])=[O:30])=[CH:24][CH:23]=3)[CH:18]=[CH:17][N:16]=2)[NH:12][CH:11]=1)=[O:9])C.Cl.O, predict the reaction product. The product is: [F:39][C:33]1[CH:34]=[CH:35][C:36]([CH3:38])=[CH:37][C:32]=1[NH:31][C:29]([NH:28][C:25]1[CH:24]=[CH:23][C:22]([O:21][C:19]2[CH:18]=[CH:17][N:16]=[C:15]([C:13]3[NH:12][CH:11]=[C:10]([C:8]([NH:7][CH2:6][CH2:5][CH:4]=[O:3])=[O:9])[CH:14]=3)[CH:20]=2)=[CH:27][CH:26]=1)=[O:30]. (3) Given the reactants [NH2:1][C:2]1[CH:7]=[CH:6][C:5]([C:8](=[N:10]O)[CH3:9])=[CH:4][CH:3]=1.[ClH:12], predict the reaction product. The product is: [ClH:12].[NH2:1][C:2]1[CH:7]=[CH:6][C:5]([CH:8]([NH2:10])[CH3:9])=[CH:4][CH:3]=1. (4) Given the reactants [F:1][C:2]1[C:3]([OH:22])=[C:4]([CH:20]=[O:21])[C:5]2[CH:6]=[CH:7][N:8]([S:11]([C:14]3[CH:19]=[CH:18][CH:17]=[CH:16][CH:15]=3)(=[O:13])=[O:12])[C:9]=2[CH:10]=1.[C:23]([O-])([O-])=O.[K+].[K+].CI, predict the reaction product. The product is: [F:1][C:2]1[C:3]([O:22][CH3:23])=[C:4]([CH:20]=[O:21])[C:5]2[CH:6]=[CH:7][N:8]([S:11]([C:14]3[CH:19]=[CH:18][CH:17]=[CH:16][CH:15]=3)(=[O:13])=[O:12])[C:9]=2[CH:10]=1. (5) Given the reactants C([N:3](CC)CC)C.[NH2:8][CH2:9][CH2:10][C:11]1[CH:42]=[CH:41][C:14]([O:15][CH2:16][CH2:17][C:18]2[CH:23]=[CH:22][C:21]([OH:24])=[C:20]([C@@H:25]([C:35]3[CH:40]=[CH:39][CH:38]=[CH:37][CH:36]=3)[CH2:26][CH2:27][N:28]([CH:32]([CH3:34])[CH3:33])[CH:29]([CH3:31])[CH3:30])[CH:19]=2)=[CH:13][CH:12]=1.O.[Cl:44][C:45]1[CH:46]=[C:47]([CH:51]=[CH:52][C:53]=1[OH:54])[C:48](O)=[O:49].ClC1C=C(C=CC=1O)C(O)=O.C1C=C2N=NN(O)C2=CC=1.O.Cl.CN(C)CCCN=C=NCC, predict the reaction product. The product is: [NH3:3].[Cl:44][C:45]1[CH:46]=[C:47]([CH:51]=[CH:52][C:53]=1[OH:54])[C:48]([NH:8][CH2:9][CH2:10][C:11]1[CH:12]=[CH:13][C:14]([O:15][CH2:16][CH2:17][C:18]2[CH:23]=[CH:22][C:21]([OH:24])=[C:20]([C@@H:25]([C:35]3[CH:36]=[CH:37][CH:38]=[CH:39][CH:40]=3)[CH2:26][CH2:27][N:28]([CH:32]([CH3:33])[CH3:34])[CH:29]([CH3:31])[CH3:30])[CH:19]=2)=[CH:41][CH:42]=1)=[O:49]. (6) Given the reactants [CH2:1]([O:3][C:4]([C:6]1([NH:15][C:16](=[O:25])[C:17]2[CH:22]=[CH:21][CH:20]=[C:19]([CH3:23])[C:18]=2I)[CH2:14][C:13]2[C:8](=[CH:9][CH:10]=[CH:11][CH:12]=2)[CH2:7]1)=[O:5])[CH3:2], predict the reaction product. The product is: [CH2:1]([O:3][C:4]([C:6]1([NH:15][C:16](=[O:25])[C:17]2[CH:22]=[CH:21][CH:20]=[C:19]([CH3:23])[C:18]=2[CH:4]=[C:6]([CH3:14])[CH3:7])[CH2:14][C:13]2[C:8](=[CH:9][CH:10]=[CH:11][CH:12]=2)[CH2:7]1)=[O:5])[CH3:2].